From a dataset of Peptide-MHC class I binding affinity with 185,985 pairs from IEDB/IMGT. Regression. Given a peptide amino acid sequence and an MHC pseudo amino acid sequence, predict their binding affinity value. This is MHC class I binding data. (1) The peptide sequence is YPYQLMLSL. The MHC is HLA-C06:02 with pseudo-sequence HLA-C06:02. The binding affinity (normalized) is 0.0847. (2) The peptide sequence is LGQGVSIEW. The MHC is HLA-B57:01 with pseudo-sequence HLA-B57:01. The binding affinity (normalized) is 0.485. (3) The peptide sequence is KAPNVISSK. The MHC is HLA-A03:01 with pseudo-sequence HLA-A03:01. The binding affinity (normalized) is 0.941. (4) The peptide sequence is FQRALIFIL. The MHC is HLA-A02:01 with pseudo-sequence HLA-A02:01. The binding affinity (normalized) is 0.302. (5) The peptide sequence is CTLYVTVFY. The MHC is Mamu-B52 with pseudo-sequence Mamu-B52. The binding affinity (normalized) is 0.0381. (6) The MHC is HLA-A02:06 with pseudo-sequence HLA-A02:06. The peptide sequence is LLVDLLWLL. The binding affinity (normalized) is 1.00. (7) The peptide sequence is RRFTQAIYD. The MHC is HLA-B57:01 with pseudo-sequence HLA-B57:01. The binding affinity (normalized) is 0.0847.